Dataset: Catalyst prediction with 721,799 reactions and 888 catalyst types from USPTO. Task: Predict which catalyst facilitates the given reaction. Reactant: [N:1]1([CH2:6][CH2:7][CH2:8][O:9][C:10]2[CH:11]=[C:12]3[C:17](=[CH:18][C:19]=2[O:20][CH3:21])[C:16]([C:22](=[O:32])[C:23]2[CH:28]=[CH:27][CH:26]=[C:25]([O:29][CH2:30][CH3:31])[CH:24]=2)=[N:15][CH:14]=[C:13]3[CH:33]=[O:34])[CH2:5][CH2:4][CH2:3][CH2:2]1.O.P([O-])(O)(O)=[O:37].[Na+].CC(=CC)C.[Cl:47]([O-])=O.[Na+]. Product: [ClH:47].[N:1]1([CH2:6][CH2:7][CH2:8][O:9][C:10]2[CH:11]=[C:12]3[C:17](=[CH:18][C:19]=2[O:20][CH3:21])[C:16]([C:22](=[O:32])[C:23]2[CH:28]=[CH:27][CH:26]=[C:25]([O:29][CH2:30][CH3:31])[CH:24]=2)=[N:15][CH:14]=[C:13]3[C:33]([OH:37])=[O:34])[CH2:5][CH2:4][CH2:3][CH2:2]1. The catalyst class is: 371.